Dataset: NCI-60 drug combinations with 297,098 pairs across 59 cell lines. Task: Regression. Given two drug SMILES strings and cell line genomic features, predict the synergy score measuring deviation from expected non-interaction effect. Drug 1: CC1=C(C=C(C=C1)C(=O)NC2=CC(=CC(=C2)C(F)(F)F)N3C=C(N=C3)C)NC4=NC=CC(=N4)C5=CN=CC=C5. Drug 2: COC1=C2C(=CC3=C1OC=C3)C=CC(=O)O2. Cell line: HCC-2998. Synergy scores: CSS=12.2, Synergy_ZIP=-1.28, Synergy_Bliss=-5.70, Synergy_Loewe=1.82, Synergy_HSA=-4.47.